From a dataset of Full USPTO retrosynthesis dataset with 1.9M reactions from patents (1976-2016). Predict the reactants needed to synthesize the given product. (1) Given the product [Cl:1][C:2]1[C:3](/[C:9](=[N:24]\[O:25][CH:26]([C:28]2[CH:29]=[CH:30][C:31]([F:34])=[CH:32][CH:33]=2)[CH3:27])/[CH2:10][NH:11][C:12](=[O:23])[C:13]2[CH:18]=[CH:17][CH:16]=[CH:15][C:14]=2[C:19]([F:22])([F:20])[F:21])=[N:4][CH:5]=[C:6]([Cl:8])[CH:7]=1, predict the reactants needed to synthesize it. The reactants are: [Cl:1][C:2]1[C:3]([C:9](=[N:24][O:25][CH:26]([C:28]2[CH:33]=[CH:32][C:31]([F:34])=[CH:30][CH:29]=2)[CH3:27])[CH2:10][NH:11][C:12](=[O:23])[C:13]2[CH:18]=[CH:17][CH:16]=[CH:15][C:14]=2[C:19]([F:22])([F:21])[F:20])=[N:4][CH:5]=[C:6]([Cl:8])[CH:7]=1.C(C1C=CC=CC=1)(=O)C1C=CC=CC=1. (2) Given the product [F:1][C:2]([F:13])([F:12])[C:3]1[CH:8]=[CH:7][C:6]([C:15]2[CH:16]=[CH:17][C:18]([O:21][CH2:22][CH:23]3[CH2:24][CH2:25][N:26]([C:29]([O:31][CH:32]([CH3:34])[CH3:33])=[O:30])[CH2:27][CH2:28]3)=[CH:19][CH:20]=2)=[CH:5][CH:4]=1, predict the reactants needed to synthesize it. The reactants are: [F:1][C:2]([F:13])([F:12])[C:3]1[CH:8]=[CH:7][C:6](B(O)O)=[CH:5][CH:4]=1.Br[C:15]1[CH:20]=[CH:19][C:18]([O:21][CH2:22][CH:23]2[CH2:28][CH2:27][N:26]([C:29]([O:31][CH:32]([CH3:34])[CH3:33])=[O:30])[CH2:25][CH2:24]2)=[CH:17][CH:16]=1. (3) Given the product [CH3:45][O:44][CH2:20][CH2:19][O:18][C:15]1[CH:16]=[CH:17][C:12]2[C:11]3[N:10]=[C:9]([C:26]4[CH:27]=[CH:28][C:29]([O:32][CH3:33])=[CH:30][CH:31]=4)[CH:8]=[C:3]([C:4]([NH2:38])=[O:5])[C:2]=3[NH:1][C:13]=2[CH:14]=1, predict the reactants needed to synthesize it. The reactants are: [NH2:1][C:2]1[C:11]([C:12]2[CH:17]=[CH:16][C:15]([O:18][CH2:19][C:20]3C=CC=CC=3)=[CH:14][CH:13]=2)=[N:10][C:9]([C:26]2[CH:31]=[CH:30][C:29]([O:32][CH3:33])=[CH:28][CH:27]=2)=[CH:8][C:3]=1[C:4](OC)=[O:5].N([O-])=O.[Na+].[N-:38]=[N+]=[N-].[Na+].C([O:44][CH2:45]C)C. (4) The reactants are: F[C:2]1[C:3]([CH3:22])=[N:4][C:5]2[C:10]([N:11]=1)=[C:9]([C:12]1[NH:21][C:15]3[N:16]=[CH:17][NH:18][C:19](=[O:20])[C:14]=3[CH:13]=1)[CH:8]=[CH:7][CH:6]=2.[NH2:23][C:24]([CH3:28])([CH3:27])[CH2:25][OH:26]. Given the product [OH:26][CH2:25][C:24]([NH:23][C:2]1[C:3]([CH3:22])=[N:4][C:5]2[C:10]([N:11]=1)=[C:9]([C:12]1[NH:21][C:15]3[N:16]=[CH:17][NH:18][C:19](=[O:20])[C:14]=3[CH:13]=1)[CH:8]=[CH:7][CH:6]=2)([CH3:28])[CH3:27], predict the reactants needed to synthesize it.